Dataset: NCI-60 drug combinations with 297,098 pairs across 59 cell lines. Task: Regression. Given two drug SMILES strings and cell line genomic features, predict the synergy score measuring deviation from expected non-interaction effect. Drug 1: CNC(=O)C1=CC=CC=C1SC2=CC3=C(C=C2)C(=NN3)C=CC4=CC=CC=N4. Drug 2: CCC(=C(C1=CC=CC=C1)C2=CC=C(C=C2)OCCN(C)C)C3=CC=CC=C3.C(C(=O)O)C(CC(=O)O)(C(=O)O)O. Cell line: OVCAR-8. Synergy scores: CSS=3.71, Synergy_ZIP=11.7, Synergy_Bliss=7.56, Synergy_Loewe=6.13, Synergy_HSA=6.01.